Dataset: Forward reaction prediction with 1.9M reactions from USPTO patents (1976-2016). Task: Predict the product of the given reaction. (1) Given the reactants [OH:1]N1C(=O)C2C=CC=CC=2N=N1.COCCOCCOCC(O)=O.[CH3:25][CH:26]([CH3:33])[N:27]=[C:28]=[N:29][CH:30]([CH3:32])[CH3:31], predict the reaction product. The product is: [CH:26]([NH:27][C:28](=[O:1])[NH:29][CH:30]([CH3:32])[CH3:31])([CH3:33])[CH3:25]. (2) Given the reactants O[C:2]1[N:7]=[CH:6][N:5]=[C:4]2[NH:8][N:9]=[CH:10][C:3]=12.CN(C)C1C=CC=CC=1.O=P(Cl)(Cl)[Cl:22], predict the reaction product. The product is: [Cl:22][C:2]1[N:7]=[CH:6][N:5]=[C:4]2[NH:8][N:9]=[CH:10][C:3]=12. (3) Given the reactants [F:1][C:2]([F:43])([F:42])[C:3]1[CH:4]=[C:5]([CH:35]=[C:36]([C:38]([F:41])([F:40])[F:39])[CH:37]=1)[CH2:6][N:7]([C@H:14]1[CH2:20][CH2:19][CH2:18][N:17]([CH2:21][CH:22]2[CH2:24][CH2:23]2)[C:16]2[C:25]([CH3:34])=[C:26]([C:30]([F:33])([F:32])[F:31])[C:27]([CH3:29])=[CH:28][C:15]1=2)[C:8]1[N:9]=[N:10][N:11]([CH3:13])[N:12]=1.[ClH:44], predict the reaction product. The product is: [ClH:44].[F:43][C:2]([F:1])([F:42])[C:3]1[CH:4]=[C:5]([CH:35]=[C:36]([C:38]([F:41])([F:40])[F:39])[CH:37]=1)[CH2:6][N:7]([C@H:14]1[CH2:20][CH2:19][CH2:18][N:17]([CH2:21][CH:22]2[CH2:24][CH2:23]2)[C:16]2[C:25]([CH3:34])=[C:26]([C:30]([F:31])([F:32])[F:33])[C:27]([CH3:29])=[CH:28][C:15]1=2)[C:8]1[N:9]=[N:10][N:11]([CH3:13])[N:12]=1. (4) Given the reactants C([O:8][C:9]1[C:17]2[N:16]=[C:15]([CH3:18])[N:14]([CH3:19])[C:13]=2[CH:12]=[C:11]([C:20]([N:22]([CH3:24])[CH3:23])=[O:21])[CH:10]=1)C1C=CC=CC=1, predict the reaction product. The product is: [CH3:24][N:22]([CH3:23])[C:20]([C:11]1[CH:10]=[C:9]([OH:8])[C:17]2[N:16]=[C:15]([CH3:18])[N:14]([CH3:19])[C:13]=2[CH:12]=1)=[O:21]. (5) Given the reactants [N+:1]([C:4]1[C:5]([N:10]2[CH2:15][CH2:14][C:13](=[CH:16][C:17]#[CH:18])[CH2:12][CH2:11]2)=[N:6][CH:7]=[CH:8][CH:9]=1)([O-:3])=[O:2].Br[C:20]1[CH:21]=[N:22][C:23]2[C:28]([CH:29]=1)=[CH:27][CH:26]=[CH:25][CH:24]=2.[F-].C([N+](CCCC)(CCCC)CCCC)CCC, predict the reaction product. The product is: [N+:1]([C:4]1[C:5]([N:10]2[CH2:15][CH2:14][C:13](=[CH:16][C:17]#[C:18][C:20]3[CH:21]=[N:22][C:23]4[C:28]([CH:29]=3)=[CH:27][CH:26]=[CH:25][CH:24]=4)[CH2:12][CH2:11]2)=[N:6][CH:7]=[CH:8][CH:9]=1)([O-:3])=[O:2]. (6) Given the reactants [CH2:1]([OH:5])[CH2:2][CH2:3][OH:4].[I-].[K+].[C:8]1([CH3:18])[CH:13]=[CH:12][C:11]([S:14](Cl)(=[O:16])=[O:15])=[CH:10][CH:9]=1, predict the reaction product. The product is: [C:8]1([CH3:18])[CH:13]=[CH:12][C:11]([S:14]([O:4][CH2:3][CH2:2][CH2:1][OH:5])(=[O:16])=[O:15])=[CH:10][CH:9]=1.